This data is from Catalyst prediction with 721,799 reactions and 888 catalyst types from USPTO. The task is: Predict which catalyst facilitates the given reaction. (1) Reactant: [O:1]=[C:2]1[C:10]2[C:5](=[CH:6][C:7]([N:11]([CH2:16][CH2:17][N:18]3[CH2:23][CH2:22][CH2:21][CH2:20][CH2:19]3)[S:12]([CH3:15])(=[O:14])=[O:13])=[CH:8][CH:9]=2)[C:4](=[O:24])[N:3]1[CH2:25][C:26]([O:28]C(C)(C)C)=[O:27].[ClH:33]. Product: [ClH:33].[O:1]=[C:2]1[C:10]2[C:5](=[CH:6][C:7]([N:11]([CH2:16][CH2:17][N:18]3[CH2:19][CH2:20][CH2:21][CH2:22][CH2:23]3)[S:12]([CH3:15])(=[O:14])=[O:13])=[CH:8][CH:9]=2)[C:4](=[O:24])[N:3]1[CH2:25][C:26]([OH:28])=[O:27]. The catalyst class is: 12. (2) Reactant: [NH2:1][C:2]1[S:3][CH:4]=[C:5](/[C:7](=[N:57]/[O:58][C:59]2([C:62]([OH:64])=[O:63])[CH2:61][CH2:60]2)/[C:8]([NH:10][C@@H:11]2[C:14](=[O:15])[N:13]([S:16]([OH:19])(=[O:18])=[O:17])[C@@H:12]2[CH2:20][N:21]2[N:25]=[C:24]([CH2:26][NH:27]/[C:28](=[N:48]/C(OC(C)(C)C)=O)/[N:29](C(OC(C)(C)C)=O)[CH2:30][CH2:31][CH2:32][NH:33]C(=O)OC(C)(C)C)[C:23]([CH3:56])=[N:22]2)=[O:9])[N:6]=1.C1(OC)C=CC=CC=1.C(O)(C(F)(F)F)=O. Product: [NH2:33][CH2:32][CH2:31][CH2:30][NH:29][C:28](=[NH:48])[NH:27][CH2:26][C:24]1[C:23]([CH3:56])=[N:22][N:21]([CH2:20][C@@H:12]2[C@H:11]([NH:10][C:8](=[O:9])/[C:7](=[N:57]\[O:58][C:59]3([C:62]([OH:64])=[O:63])[CH2:61][CH2:60]3)/[C:5]3[N:6]=[C:2]([NH2:1])[S:3][CH:4]=3)[C:14](=[O:15])[N:13]2[S:16]([OH:19])(=[O:18])=[O:17])[N:25]=1. The catalyst class is: 2. (3) Reactant: [CH3:1][CH:2]([CH3:4])[O-:3].[Ti+4:5].[CH3:6][CH:7]([CH3:9])[O-:8].[CH3:10][CH:11]([CH3:13])[O-:12].[CH3:14][CH:15]([CH3:17])[O-:16]. Product: [CH3:1][CH:2]([CH3:4])[O-:3].[Ti+4:5].[CH3:6][CH:7]([CH3:9])[O-:8].[CH3:10][CH:11]([CH3:13])[O-:12].[CH3:14][CH:15]([CH3:17])[O-:16].[CH2:2]([OH:3])[CH3:1]. The catalyst class is: 8. (4) Reactant: [Cl:1][C:2]1[C:3]([F:22])=[C:4]([CH:19]=[CH:20][CH:21]=1)[NH:5][C:6]1[C:15]2[C:10](=[CH:11][C:12]([OH:18])=[C:13]([O:16][CH3:17])[CH:14]=2)[N:9]=[CH:8][N:7]=1.[F-].[Cs+].CS(O[CH:30]1[CH2:35][CH2:34][N:33]([C:36]([O:38][C:39]([CH3:42])([CH3:41])[CH3:40])=[O:37])[CH2:32][CH2:31]1)(=O)=O. Product: [Cl:1][C:2]1[C:3]([F:22])=[C:4]([CH:19]=[CH:20][CH:21]=1)[NH:5][C:6]1[C:15]2[C:10](=[CH:11][C:12]([O:18][CH:30]3[CH2:35][CH2:34][N:33]([C:36]([O:38][C:39]([CH3:42])([CH3:41])[CH3:40])=[O:37])[CH2:32][CH2:31]3)=[C:13]([O:16][CH3:17])[CH:14]=2)[N:9]=[CH:8][N:7]=1. The catalyst class is: 44. (5) Reactant: Cl[C:2]1[N:7]=[C:6]([C:8]2[CH:13]=[CH:12][C:11]([Cl:14])=[CH:10][CH:9]=2)[N:5]=[C:4]([NH:15][CH2:16][CH2:17][NH:18][C:19](=[O:21])[CH3:20])[CH:3]=1.[NH:22]1[CH2:27][CH2:26][NH:25][CH2:24][CH2:23]1.C(=O)([O-])O.[Na+]. Product: [Cl:14][C:11]1[CH:12]=[CH:13][C:8]([C:6]2[N:5]=[C:4]([NH:15][CH2:16][CH2:17][NH:18][C:19](=[O:21])[CH3:20])[CH:3]=[C:2]([N:22]3[CH2:27][CH2:26][NH:25][CH2:24][CH2:23]3)[N:7]=2)=[CH:9][CH:10]=1. The catalyst class is: 16.